The task is: Predict the product of the given reaction.. This data is from Forward reaction prediction with 1.9M reactions from USPTO patents (1976-2016). (1) Given the reactants C(OC([NH:8][C:9]1[N:14]=[CH:13][C:12]([B:15]([OH:17])[OH:16])=[CH:11][N:10]=1)=O)(C)(C)C.Cl.[OH-].[Na+], predict the reaction product. The product is: [NH2:8][C:9]1[N:14]=[CH:13][C:12]([B:15]([OH:17])[OH:16])=[CH:11][N:10]=1. (2) Given the reactants CC(C)([O-])C.[K+].[F:7][C:8]1[N:9]=[C:10]([O:15][CH3:16])[C:11]([NH2:14])=[N:12][CH:13]=1.[F:17][C:18]1[CH:19]=[C:20]([S:24](Cl)(=[O:26])=[O:25])[CH:21]=[CH:22][CH:23]=1, predict the reaction product. The product is: [F:17][C:18]1[CH:19]=[C:20]([S:24]([NH:14][C:11]2[C:10]([O:15][CH3:16])=[N:9][C:8]([F:7])=[CH:13][N:12]=2)(=[O:26])=[O:25])[CH:21]=[CH:22][CH:23]=1. (3) Given the reactants [Cl:1][C:2]1[N:3]=[C:4]([N:12]2[CH2:17][CH2:16][O:15][CH2:14][CH2:13]2)[C:5]2[S:10][C:9](I)=[CH:8][C:6]=2[N:7]=1.[O:18]1[CH2:22][CH2:21][NH:20][C:19]1=[O:23].[O-]P([O-])([O-])=O.[K+].[K+].[K+].CN(C)CCN, predict the reaction product. The product is: [Cl:1][C:2]1[N:3]=[C:4]([N:12]2[CH2:17][CH2:16][O:15][CH2:14][CH2:13]2)[C:5]2[S:10][C:9]([N:20]3[CH2:21][CH2:22][O:18][C:19]3=[O:23])=[CH:8][C:6]=2[N:7]=1. (4) Given the reactants C1[O:18][CH2:17][CH2:16]OCCOCCOCCOCCOC1.C([O-])(=O)C.[K+].[Cl:24][C:25]1[CH:32]=[CH:31]C=C(F)[C:26]=1[C:27]#[N:28].[OH-].[Na+], predict the reaction product. The product is: [Cl:24][C:25]1[C:26]([C:27]#[N:28])=[C:17]([OH:18])[CH:16]=[CH:31][CH:32]=1. (5) The product is: [CH3:39][O:38][N:37]=[CH:36][CH2:35][O:34][C:31]1[CH:30]=[CH:29][C:28]([CH2:27][C:21]2[CH:20]=[C:19]([C@H:8]3[C@H:9]([OH:15])[C@@H:10]([OH:11])[C@H:5]([OH:4])[C@@H:6]([CH2:40][OH:41])[O:7]3)[CH:24]=[CH:23][C:22]=2[C:25]#[N:26])=[CH:33][CH:32]=1. Given the reactants C([O:4][C@H:5]1[C@H:10]([O:11]C(=O)C)[C@@H:9]([O:15]C(=O)C)[C@H:8]([C:19]2[CH:24]=[CH:23][C:22]([C:25]#[N:26])=[C:21]([CH2:27][C:28]3[CH:33]=[CH:32][C:31]([O:34][CH2:35][CH:36]=[N:37][O:38][CH3:39])=[CH:30][CH:29]=3)[CH:20]=2)[O:7][C@@H:6]1[CH2:40][O:41]C(=O)C)(=O)C.CO.O.O.[OH-].[Li+], predict the reaction product. (6) The product is: [C:1]([N:5]1[C:9](=[O:10])[CH2:8][CH:7]([C:11]2[CH:16]=[CH:15][C:14]([CH:17]=[O:25])=[CH:13][C:12]=2[F:20])[S:6]1(=[O:22])=[O:21])([CH3:4])([CH3:3])[CH3:2]. Given the reactants [C:1]([N:5]1[C:9](=[O:10])[CH2:8][CH:7]([C:11]2[CH:16]=[CH:15][C:14]([CH:17](Br)Br)=[CH:13][C:12]=2[F:20])[S:6]1(=[O:22])=[O:21])([CH3:4])([CH3:3])[CH3:2].C([OH:25])C, predict the reaction product. (7) Given the reactants [CH3:1][O-:2].[Na+].[Br:4][C:5]1[CH:12]=[C:11](F)[C:8]([CH:9]=[O:10])=[C:7]([F:14])[CH:6]=1, predict the reaction product. The product is: [Br:4][C:5]1[CH:12]=[C:11]([O:2][CH3:1])[C:8]([CH:9]=[O:10])=[C:7]([F:14])[CH:6]=1.